Task: Regression. Given a peptide amino acid sequence and an MHC pseudo amino acid sequence, predict their binding affinity value. This is MHC class II binding data.. Dataset: Peptide-MHC class II binding affinity with 134,281 pairs from IEDB (1) The peptide sequence is RSEILKTLGFQQQRG. The MHC is DRB1_0101 with pseudo-sequence DRB1_0101. The binding affinity (normalized) is 0.685. (2) The peptide sequence is FKTFEAAFTSSSKAA. The MHC is DRB5_0101 with pseudo-sequence DRB5_0101. The binding affinity (normalized) is 0.889. (3) The peptide sequence is PAADKFKTFEAAFTS. The MHC is DRB4_0101 with pseudo-sequence DRB4_0103. The binding affinity (normalized) is 0.247. (4) The binding affinity (normalized) is 0.263. The peptide sequence is YKAAVDLSHFLKEKG. The MHC is DRB1_0405 with pseudo-sequence DRB1_0405.